From a dataset of Full USPTO retrosynthesis dataset with 1.9M reactions from patents (1976-2016). Predict the reactants needed to synthesize the given product. (1) Given the product [O:1]1[C:6]2[CH:7]=[CH:8][C:9]([CH:11]=[C:17]3[S:13][C:14](=[O:19])[NH:15][C:16]3=[O:18])=[CH:10][C:5]=2[O:4][CH2:3][CH2:2]1, predict the reactants needed to synthesize it. The reactants are: [O:1]1[C:6]2[CH:7]=[CH:8][C:9]([CH:11]=O)=[CH:10][C:5]=2[O:4][CH2:3][CH2:2]1.[S:13]1[CH2:17][C:16](=[O:18])[NH:15][C:14]1=[O:19]. (2) The reactants are: [CH2:1]([N:8]1[C:16]([C:17]2[CH:22]=[CH:21][C:20](Cl)=[CH:19][CH:18]=2)=[C:15]2[C:10]([C:11]([C:24]([F:27])([F:26])[F:25])=[CH:12][CH:13]=[CH:14]2)=[N:9]1)[C:2]1[CH:7]=[CH:6][CH:5]=[CH:4][CH:3]=1.[NH:28]1[CH2:36][CH2:35][CH:31]([C:32]([NH2:34])=[O:33])[CH2:30][CH2:29]1.C1(P(C2CCCCC2)C2C=CC=CC=2C2C=CC=CC=2N(C)C)CCCCC1.CC(C)([O-])C.[Na+]. Given the product [CH2:1]([N:8]1[C:16]([C:17]2[CH:22]=[CH:21][C:20]([N:28]3[CH2:36][CH2:35][CH:31]([C:32]([NH2:34])=[O:33])[CH2:30][CH2:29]3)=[CH:19][CH:18]=2)=[C:15]2[C:10]([C:11]([C:24]([F:27])([F:26])[F:25])=[CH:12][CH:13]=[CH:14]2)=[N:9]1)[C:2]1[CH:7]=[CH:6][CH:5]=[CH:4][CH:3]=1, predict the reactants needed to synthesize it. (3) Given the product [CH3:17][O:13][C:12](=[O:14])[C:11]1[CH:15]=[C:7]([S:4]([CH:1]2[CH2:3][CH2:2]2)(=[O:6])=[O:5])[CH:8]=[CH:9][C:10]=1[OH:16], predict the reactants needed to synthesize it. The reactants are: [CH:1]1([S:4]([C:7]2[CH:8]=[CH:9][C:10]([OH:16])=[C:11]([CH:15]=2)[C:12]([OH:14])=[O:13])(=[O:6])=[O:5])[CH2:3][CH2:2]1.[C:17](Cl)(=O)C(Cl)=O.CO.N1C=CC=CC=1. (4) Given the product [Br:30][C:16]1[C:17](=[O:20])[CH2:18][CH2:19][C:7]2([CH2:6][C:5]3[CH:4]=[CH:3][C:2]([Cl:1])=[CH:24][CH:23]=3)[C:15]=1[C:14]1[C:9](=[CH:10][C:11]([O:21][CH3:22])=[CH:12][CH:13]=1)[CH2:8]2, predict the reactants needed to synthesize it. The reactants are: [Cl:1][C:2]1[CH:24]=[CH:23][C:5]([CH2:6][C:7]23[CH2:19][CH2:18][C:17](=[O:20])[CH:16]=[C:15]2[C:14]2[C:9](=[CH:10][C:11]([O:21][CH3:22])=[CH:12][CH:13]=2)[CH2:8]3)=[CH:4][CH:3]=1.C([O-])(O)=O.[Na+].[Br:30]Br. (5) The reactants are: [CH3:1][C@@H:2]1[CH2:7][N:6]([C:8]2[CH:13]=[CH:12][CH:11]=[CH:10][C:9]=2[C:14]([F:17])([F:16])[F:15])[CH2:5][CH2:4][N:3]1[S:18]([C:21]1[CH:26]=[CH:25][C:24]([C:27](=[O:29])[CH3:28])=[CH:23][CH:22]=1)(=[O:20])=[O:19].[Si]([C:34]([F:37])([F:36])[F:35])(C)(C)C.[F-].C([N+](CCCC)(CCCC)CCCC)CCC. Given the product [F:35][C:34]([F:37])([F:36])[C:27]([C:24]1[CH:23]=[CH:22][C:21]([S:18]([N:3]2[CH2:4][CH2:5][N:6]([C:8]3[CH:13]=[CH:12][CH:11]=[CH:10][C:9]=3[C:14]([F:16])([F:17])[F:15])[CH2:7][C@H:2]2[CH3:1])(=[O:20])=[O:19])=[CH:26][CH:25]=1)([OH:29])[CH3:28], predict the reactants needed to synthesize it.